From a dataset of Forward reaction prediction with 1.9M reactions from USPTO patents (1976-2016). Predict the product of the given reaction. (1) Given the reactants C([O-])([O-])=O.[Na+].[Na+].Br[C:8]1[S:12][C:11]([CH3:13])=[N:10][C:9]=1[C:14]([OH:16])=[O:15].[CH3:17][O:18][C:19]1[CH:24]=[CH:23][C:22](B(O)O)=[CH:21][N:20]=1, predict the reaction product. The product is: [CH3:17][O:18][C:19]1[N:20]=[CH:21][C:22]([C:8]2[S:12][C:11]([CH3:13])=[N:10][C:9]=2[C:14]([OH:16])=[O:15])=[CH:23][CH:24]=1. (2) Given the reactants [CH2:1]([O:3][C:4]([C:6]1[CH:10]=[C:9]([C:11]2[N:15]=[C:14](SC3C=CC=CC=3)[N:13]([CH3:23])[N:12]=2)[N:8]([C:24]2[CH:25]=[N:26][C:27]([O:30][CH3:31])=[CH:28][CH:29]=2)[N:7]=1)=[O:5])[CH3:2], predict the reaction product. The product is: [CH2:1]([O:3][C:4]([C:6]1[CH:10]=[C:9]([C:11]2[N:15]=[CH:14][N:13]([CH3:23])[N:12]=2)[N:8]([C:24]2[CH:25]=[N:26][C:27]([O:30][CH3:31])=[CH:28][CH:29]=2)[N:7]=1)=[O:5])[CH3:2]. (3) Given the reactants C[C:2]1[C:7]([F:8])=[CH:6][N:5]=[C:4]([C:9]#[C:10]CO)[C:3]=1C.[OH-].[Na+], predict the reaction product. The product is: [F:8][C:7]1[CH:2]=[CH:3][C:4]([C:9]#[CH:10])=[N:5][CH:6]=1.